This data is from Full USPTO retrosynthesis dataset with 1.9M reactions from patents (1976-2016). The task is: Predict the reactants needed to synthesize the given product. (1) Given the product [Cl:34][C:13]1[CH:14]=[C:15]2[C:10](=[CH:11][CH:12]=1)[CH:9]=[C:8]([CH2:7][C:6]([OH:35])=[O:5])[C:17]([CH3:18])=[C:16]2[C:19]1[CH:20]=[CH:21][C:22]([S:25]([N:28]2[CH2:33][CH2:32][CH2:31][CH2:30][CH2:29]2)(=[O:26])=[O:27])=[CH:23][CH:24]=1, predict the reactants needed to synthesize it. The reactants are: O.[OH-].[Li+].C[O:5][C:6](=[O:35])[CH2:7][C:8]1[C:17]([CH3:18])=[C:16]([C:19]2[CH:24]=[CH:23][C:22]([S:25]([N:28]3[CH2:33][CH2:32][CH2:31][CH2:30][CH2:29]3)(=[O:27])=[O:26])=[CH:21][CH:20]=2)[C:15]2[C:10](=[CH:11][CH:12]=[C:13]([Cl:34])[CH:14]=2)[CH:9]=1.C1COCC1.O. (2) Given the product [F:43][C:42]1[C:37]([C:31]2[C:30]([O:45][CH2:46][CH3:47])=[CH:29][C:28]([CH2:27][OH:26])=[CH:33][C:32]=2[O:34][CH2:35][CH3:36])=[N:38][CH:39]=[C:40]([F:44])[CH:41]=1, predict the reactants needed to synthesize it. The reactants are: [F-].C([N+](CCCC)(CCCC)CCCC)CCC.[Si]([O:26][CH2:27][C:28]1[CH:33]=[C:32]([O:34][CH2:35][CH3:36])[C:31]([C:37]2[C:42]([F:43])=[CH:41][C:40]([F:44])=[CH:39][N:38]=2)=[C:30]([O:45][CH2:46][CH3:47])[CH:29]=1)(C(C)(C)C)(C)C.O.C(OCC)(=O)C. (3) Given the product [F:8][C:6]1[CH:7]=[C:2]([CH:3]=[C:4]([F:15])[C:5]=1[O:9][CH2:10][C:11]([F:14])([F:13])[F:12])[C:16]#[N:17], predict the reactants needed to synthesize it. The reactants are: Br[C:2]1[CH:3]=[C:4]([F:15])[C:5]([O:9][CH2:10][C:11]([F:14])([F:13])[F:12])=[C:6]([F:8])[CH:7]=1.[CH3:16][N:17](C=O)C.